Dataset: Peptide-MHC class II binding affinity with 134,281 pairs from IEDB. Task: Regression. Given a peptide amino acid sequence and an MHC pseudo amino acid sequence, predict their binding affinity value. This is MHC class II binding data. (1) The peptide sequence is FDPYGATIKATPESA. The binding affinity (normalized) is 0.497. The MHC is HLA-DQA10301-DQB10302 with pseudo-sequence HLA-DQA10301-DQB10302. (2) The peptide sequence is GCLQIVDKIDAAFKI. The MHC is DRB1_1302 with pseudo-sequence DRB1_1302. The binding affinity (normalized) is 0.381.